From a dataset of Forward reaction prediction with 1.9M reactions from USPTO patents (1976-2016). Predict the product of the given reaction. (1) Given the reactants [F:1][C:2]1[CH:7]=[CH:6][CH:5]=[CH:4][N:3]=1.[Li+].CC([N-]C(C)C)C.[S:16]1[CH:20]=[CH:19][CH:18]=[C:17]1[CH:21]=[O:22], predict the reaction product. The product is: [F:1][C:2]1[C:7]([CH:21]([C:17]2[S:16][CH:20]=[CH:19][CH:18]=2)[OH:22])=[CH:6][CH:5]=[CH:4][N:3]=1. (2) Given the reactants [P:1]([O:9][CH2:10][C@H:11]1[O:15][C@@H:14]([N:16]2[C:26]3[N:25]=[C:23]([NH2:24])[NH:22][C:20](=[O:21])[C:19]=3[N:18]=[CH:17]2)[C@H:13]([OH:27])[C@@H:12]1[OH:28])([O:4][P:5]([OH:8])([OH:7])=[O:6])(=[O:3])[OH:2].[Na].S(OC)(O[CH3:34])(=O)=O.[OH-].[Na+], predict the reaction product. The product is: [P:1]([O:9][CH2:10][C@H:11]1[O:15][C@@H:14]([N:16]2[C:26]3[N:25]=[C:23]([NH2:24])[NH:22][C:20](=[O:21])[C:19]=3[N:18]([CH3:34])[CH2:17]2)[C@H:13]([OH:27])[C@@H:12]1[OH:28])([O:4][P:5]([OH:7])([OH:8])=[O:6])(=[O:2])[OH:3]. (3) Given the reactants [Cl:1][C:2]1[CH:7]=[CH:6][C:5]([CH2:8][C:9]([OH:11])=O)=[CH:4][C:3]=1[C:12]([F:15])([F:14])[F:13].F[P-](F)(F)(F)(F)F.C[N+](C)=C(N(C)C)ON1C2N=CC=CC=2N=N1.C(N(CC)C(C)C)(C)C.CN(C)C=O.[NH2:54][C:55]1[CH:64]=[CH:63][CH:62]=[C:61]2[C:56]=1[CH:57]=[CH:58][N:59]([C@H:66]([CH3:70])[C:67]([NH2:69])=[O:68])[C:60]2=[O:65], predict the reaction product. The product is: [Cl:1][C:2]1[CH:7]=[CH:6][C:5]([CH2:8][C:9]([NH:54][C:55]2[CH:64]=[CH:63][CH:62]=[C:61]3[C:56]=2[CH:57]=[CH:58][N:59]([C@H:66]([CH3:70])[C:67]([NH2:69])=[O:68])[C:60]3=[O:65])=[O:11])=[CH:4][C:3]=1[C:12]([F:15])([F:14])[F:13]. (4) Given the reactants [N+:1]([C:4]1[CH:5]=[N:6][CH:7]=[CH:8][C:9]=1[C:10]1[CH:15]=[CH:14][CH:13]=[CH:12][C:11]=1[CH3:16])([O-])=O.CO, predict the reaction product. The product is: [C:11]1([CH3:16])[CH:12]=[CH:13][CH:14]=[CH:15][C:10]=1[C:9]1[CH:8]=[CH:7][N:6]=[CH:5][C:4]=1[NH2:1]. (5) Given the reactants [Cl:1][C:2]1[C:3]([F:16])=[C:4]([C:8](=[O:15])[CH2:9][C:10]([O:12][CH2:13][CH3:14])=[O:11])[CH:5]=[CH:6][CH:7]=1.C(N(CC)CC)C.C(NC1C=CC(S([N:37]=[N+:38]=[N-])(=O)=O)=CC=1)(=O)C, predict the reaction product. The product is: [Cl:1][C:2]1[C:3]([F:16])=[C:4]([C:8](=[O:15])[C:9](=[N+:37]=[N-:38])[C:10]([O:12][CH2:13][CH3:14])=[O:11])[CH:5]=[CH:6][CH:7]=1.